This data is from Reaction yield outcomes from USPTO patents with 853,638 reactions. The task is: Predict the reaction yield, written as a fraction of the theoretical maximum amount of product (1.0 means a 100% yield; for example, 0.34 means a 34% yield). (1) The reactants are [Cl:1][C:2]1[CH:3]=[C:4]2[C:9](=[CH:10][CH:11]=1)[N:8]=[C:7]([NH:12][C:13](=[O:17])OCC)[C:6]([O:18][CH3:19])=[N:5]2.[C:20]([C:23]1[CH:28]=[CH:27][C:26]([N:29]2[CH2:34][CH2:33][NH:32][CH2:31][CH2:30]2)=[CH:25][CH:24]=1)(=[O:22])[CH3:21]. No catalyst specified. The product is [Cl:1][C:2]1[CH:3]=[C:4]2[C:9](=[CH:10][CH:11]=1)[N:8]=[C:7]([NH:12][C:13]([N:32]1[CH2:31][CH2:30][N:29]([C:26]3[CH:25]=[CH:24][C:23]([C:20](=[O:22])[CH3:21])=[CH:28][CH:27]=3)[CH2:34][CH2:33]1)=[O:17])[C:6]([O:18][CH3:19])=[N:5]2. The yield is 0.810. (2) The yield is 0.700. The reactants are [N:1]1([C:14]([O:16][C:17]([CH3:20])([CH3:19])[CH3:18])=[O:15])[CH2:5][C@@H:4]([C:6]([O:8]C)=[O:7])[CH2:3][C@H:2]1[C:10]([O:12][CH3:13])=[O:11].[OH-].[Na+].Cl. The product is [C:17]([O:16][C:14]([N:1]1[C@H:2]([C:10]([O:12][CH3:13])=[O:11])[CH2:3][C@H:4]([C:6]([OH:8])=[O:7])[CH2:5]1)=[O:15])([CH3:20])([CH3:18])[CH3:19]. The catalyst is C1COCC1. (3) The reactants are [Cl:1][C:2]1[C:3]([O:16][C:17]2[CH:22]=[CH:21][C:20]([O:23][C:24]([F:27])([F:26])[F:25])=[C:19]([Cl:28])[CH:18]=2)=[CH:4][C:5]([F:15])=[C:6]([CH:14]=1)[C:7]([O:9]C(C)(C)C)=[O:8].FC(F)(F)C(O)=O. The catalyst is ClCCl. The product is [Cl:1][C:2]1[C:3]([O:16][C:17]2[CH:22]=[CH:21][C:20]([O:23][C:24]([F:25])([F:26])[F:27])=[C:19]([Cl:28])[CH:18]=2)=[CH:4][C:5]([F:15])=[C:6]([CH:14]=1)[C:7]([OH:9])=[O:8]. The yield is 0.950. (4) The product is [NH2:43][C:42]1[C:36]2[C:35](=[CH:40][CH:39]=[CH:38][C:37]=2[F:41])[C:27]([C:2]2[CH:3]=[C:4]([CH3:19])[C:5]([O:17][CH3:18])=[C:6]([CH2:7][OH:8])[CH:16]=2)([C:23]2[CH:24]=[CH:25][CH:26]=[C:21]([Br:20])[CH:22]=2)[N:28]=1. No catalyst specified. The reactants are Br[C:2]1[CH:3]=[C:4]([CH3:19])[C:5]([O:17][CH3:18])=[C:6]([CH:16]=1)[CH2:7][O:8][Si](C(C)(C)C)(C)C.[Br:20][C:21]1[CH:22]=[C:23](/[C:27](/[C:35]2[CH:40]=[CH:39][CH:38]=[C:37]([F:41])[C:36]=2[C:42]#[N:43])=[N:28]\S(C(C)(C)C)=O)[CH:24]=[CH:25][CH:26]=1. The yield is 0.540. (5) The reactants are [Br:1][C:2]1[CH:7]=[C:6]([F:8])[CH:5]=[CH:4][C:3]=1[CH2:9][C:10](=O)[CH2:11][NH:12][C:13]([C:15]1[CH:46]=[C:18]2[N:19]=[C:20]([CH3:45])[C:21]([C@H:34]([O:40][C:41]([CH3:44])([CH3:43])[CH3:42])[C:35]([O:37][CH2:38][CH3:39])=[O:36])=[C:22]([N:23]3[CH2:28][CH2:27][C:26]([CH2:30][CH2:31][CH:32]=[CH2:33])([CH3:29])[CH2:25][CH2:24]3)[N:17]2[N:16]=1)=O.COC1C=CC(P2(SP(C3C=CC(OC)=CC=3)(=S)S2)=[S:57])=CC=1. The yield is 0.647. The product is [Br:1][C:2]1[CH:7]=[C:6]([F:8])[CH:5]=[CH:4][C:3]=1[CH2:9][C:10]1[S:57][C:13]([C:15]2[CH:46]=[C:18]3[N:19]=[C:20]([CH3:45])[C:21]([C@H:34]([O:40][C:41]([CH3:44])([CH3:43])[CH3:42])[C:35]([O:37][CH2:38][CH3:39])=[O:36])=[C:22]([N:23]4[CH2:28][CH2:27][C:26]([CH2:30][CH2:31][CH:32]=[CH2:33])([CH3:29])[CH2:25][CH2:24]4)[N:17]3[N:16]=2)=[N:12][CH:11]=1. The catalyst is C1(C)C=CC=CC=1. (6) The yield is 0.410. The reactants are Br[C:2]1[C:3]([N:9]([CH2:16][CH:17]([CH3:19])[CH3:18])[CH2:10][CH2:11][C:12]([NH:14][CH3:15])=[O:13])=[N:4][C:5]([Cl:8])=[N:6][CH:7]=1.C(=O)([O-])[O-].[Cs+].[Cs+].CC1(C)C2C(=C(P(C3C=CC=CC=3)C3C=CC=CC=3)C=CC=2)OC2C(P(C3C=CC=CC=3)C3C=CC=CC=3)=CC=CC1=2. The catalyst is O1CCOCC1.C1C=CC(/C=C/C(/C=C/C2C=CC=CC=2)=O)=CC=1.C1C=CC(/C=C/C(/C=C/C2C=CC=CC=2)=O)=CC=1.C1C=CC(/C=C/C(/C=C/C2C=CC=CC=2)=O)=CC=1.[Pd].[Pd]. The product is [Cl:8][C:5]1[N:4]=[C:3]2[C:2]([N:14]([CH3:15])[C:12](=[O:13])[CH2:11][CH2:10][N:9]2[CH2:16][CH:17]([CH3:19])[CH3:18])=[CH:7][N:6]=1. (7) The reactants are C([O:8][C:9]1[CH:10]=[CH:11][C:12]([CH2:15][C@H:16]([C:34]([O:36][C:37]([CH3:40])([CH3:39])[CH3:38])=[O:35])[CH2:17][C@@H:18]([C:27]([O:29][C:30]([CH3:33])([CH3:32])[CH3:31])=[O:28])[NH:19][C:20]([O:22][C:23]([CH3:26])([CH3:25])[CH3:24])=[O:21])=[N:13][CH:14]=1)C1C=CC=CC=1. The catalyst is CO.[Pd]. The product is [C:23]([O:22][C:20]([NH:19][C@H:18]([C:27]([O:29][C:30]([CH3:33])([CH3:32])[CH3:31])=[O:28])[CH2:17][C@H:16]([CH2:15][C:12]1[CH:11]=[CH:10][C:9]([OH:8])=[CH:14][N:13]=1)[C:34]([O:36][C:37]([CH3:39])([CH3:38])[CH3:40])=[O:35])=[O:21])([CH3:24])([CH3:25])[CH3:26]. The yield is 0.980.